This data is from Catalyst prediction with 721,799 reactions and 888 catalyst types from USPTO. The task is: Predict which catalyst facilitates the given reaction. (1) Reactant: [Cl:1][C:2]1[S:6][C:5]([C:7]([NH:9][CH2:10][CH2:11]O)=[O:8])=[C:4]([Si:13]([CH3:16])([CH3:15])[CH3:14])[CH:3]=1.S(Cl)([Cl:19])=O. Product: [Cl:1][C:2]1[S:6][C:5]([C:7]([NH:9][CH2:10][CH2:11][Cl:19])=[O:8])=[C:4]([Si:13]([CH3:16])([CH3:15])[CH3:14])[CH:3]=1. The catalyst class is: 2. (2) Reactant: [CH3:1][O:2][C:3]1[CH:8]=[C:7]([N:9]2[CH2:14][CH2:13][C:12]3[N:15]=[C:16]([C:18]4[CH:23]=[CH:22][C:21]([O:24][CH3:25])=[CH:20][CH:19]=4)[S:17][C:11]=3[C:10]2=[O:26])[CH:6]=[CH:5][C:4]=1[O:27]C(=O)C(C)(C)C.C[O-].[Na+]. The catalyst class is: 8. Product: [OH:27][C:4]1[CH:5]=[CH:6][C:7]([N:9]2[CH2:14][CH2:13][C:12]3[N:15]=[C:16]([C:18]4[CH:23]=[CH:22][C:21]([O:24][CH3:25])=[CH:20][CH:19]=4)[S:17][C:11]=3[C:10]2=[O:26])=[CH:8][C:3]=1[O:2][CH3:1].